Dataset: Reaction yield outcomes from USPTO patents with 853,638 reactions. Task: Predict the reaction yield, written as a fraction of the theoretical maximum amount of product (1.0 means a 100% yield; for example, 0.34 means a 34% yield). (1) The reactants are C(O[CH:4]=[C:5]([C:8]#[N:9])[C:6]#[N:7])C.Cl.[F:11][C:12]1[CH:13]=[CH:14][C:15]([CH3:20])=[C:16]([NH:18][NH2:19])[CH:17]=1.C(N(CC)C(C)C)(C)C. The product is [NH2:9][C:8]1[N:18]([C:16]2[CH:17]=[C:12]([F:11])[CH:13]=[CH:14][C:15]=2[CH3:20])[N:19]=[CH:4][C:5]=1[C:6]#[N:7]. The catalyst is CO. The yield is 0.191. (2) The reactants are [F:1][C:2]1[CH:12]=[CH:11][C:5](/[CH:6]=[CH:7]/[C:8]([OH:10])=O)=[CH:4][CH:3]=1.CN(C(ON1N=NC2C=CC=CC1=2)=[N+](C)C)C.[B-](F)(F)(F)F.[CH:35]([N:38]1[CH2:43][CH2:42][NH:41][CH2:40][CH2:39]1)([CH3:37])[CH3:36]. The catalyst is CN(C=O)C. The product is [F:1][C:2]1[CH:3]=[CH:4][C:5](/[CH:6]=[CH:7]/[C:8]([N:41]2[CH2:42][CH2:43][N:38]([CH:35]([CH3:37])[CH3:36])[CH2:39][CH2:40]2)=[O:10])=[CH:11][CH:12]=1. The yield is 0.800. (3) The reactants are Cl[CH2:2][C:3]([NH:5][C:6]1[C:27]([OH:28])=[CH:26][C:9]2[C@H:10]([NH:17][CH2:18][CH2:19][C:20]3[CH:25]=[CH:24][CH:23]=[CH:22][CH:21]=3)[C@@H:11]([OH:16])[C:12]([CH3:15])([CH3:14])[O:13][C:8]=2[CH:7]=1)=[O:4].[Cl-].[NH4+]. The catalyst is CO.[OH-].[Na+]. The product is [OH:16][C@@H:11]1[C@@H:10]([NH:17][CH2:18][CH2:19][C:20]2[CH:25]=[CH:24][CH:23]=[CH:22][CH:21]=2)[C:9]2[CH:26]=[C:27]3[C:6]([NH:5][C:3](=[O:4])[CH2:2][O:28]3)=[CH:7][C:8]=2[O:13][C:12]1([CH3:15])[CH3:14]. The yield is 0.720. (4) The reactants are Br[CH2:2][C:3]1[CH:8]=[CH:7][CH:6]=[C:5]([CH2:9][Br:10])[N:4]=1.[O:11]1[CH2:15][CH2:14][C@H:13]([OH:16])[CH2:12]1. No catalyst specified. The product is [Br:10][CH2:9][C:5]1[CH:6]=[CH:7][CH:8]=[C:3]([CH2:2][O:16][C@H:13]2[CH2:14][CH2:15][O:11][CH2:12]2)[N:4]=1. The yield is 0.240. (5) The reactants are [C:1]([C:4]1[C:22](=[O:23])[C@@:8]2([CH3:24])[C:9]3[C:15]([OH:16])=[CH:14][C:13]([O:17][CH3:18])=[C:12]([C:19]([NH2:21])=[O:20])[C:10]=3[O:11][C:7]2=[CH:6][C:5]=1[OH:25])(=[O:3])[CH3:2].[CH2:26]([O:28][C:29]1[C:38]2[C:33](=[CH:34][CH:35]=[CH:36][CH:37]=2)[C:32]([CH:39]=O)=[CH:31][CH:30]=1)[CH3:27].C([SiH](CC)CC)C.FC(F)(F)C(O)=O. The catalyst is C(#N)C. The product is [C:1]([C:4]1[C:22](=[O:23])[C@@:8]2([CH3:24])[C:9]3[C:15]([OH:16])=[CH:14][C:13]([O:17][CH3:18])=[C:12]([C:19]([NH:21][CH2:39][C:32]4[C:33]5[C:38](=[CH:37][CH:36]=[CH:35][CH:34]=5)[C:29]([O:28][CH2:26][CH3:27])=[CH:30][CH:31]=4)=[O:20])[C:10]=3[O:11][C:7]2=[CH:6][C:5]=1[OH:25])(=[O:3])[CH3:2]. The yield is 0.610. (6) The reactants are C([Li])CCC.[S:6]1[CH:10]=[CH:9][N:8]=[CH:7]1.C[O:12][C:13](=O)[C:14]1[CH:19]=[CH:18][CH:17]=[CH:16][C:15]=1[N+:20]([O-:22])=[O:21].S1C=CN=N1.C(=O)([O-])[O-].[K+].[K+]. The catalyst is C1COCC1.C(OCC)(=O)C. The product is [N+:20]([C:15]1[CH:16]=[CH:17][CH:18]=[CH:19][C:14]=1[C:13]([C:7]1[S:6][CH:10]=[CH:9][N:8]=1)=[O:12])([O-:22])=[O:21]. The yield is 0.210.